From a dataset of Forward reaction prediction with 1.9M reactions from USPTO patents (1976-2016). Predict the product of the given reaction. (1) Given the reactants [CH2:1]([O:3][C:4]([C:6]1[N:7]([CH2:14][C:15]2[CH:20]=[CH:19][CH:18]=[CH:17][CH:16]=2)[C:8](=[O:13])[CH:9]=[CH:10][C:11]=1[CH3:12])=[O:5])[CH3:2].[Br:21]N1C(=O)CCC1=O.C(OOC(=O)C1C=CC=CC=1)(=O)C1C=CC=CC=1, predict the reaction product. The product is: [CH2:1]([O:3][C:4]([C:6]1[N:7]([CH2:14][C:15]2[CH:16]=[CH:17][CH:18]=[CH:19][CH:20]=2)[C:8](=[O:13])[CH:9]=[CH:10][C:11]=1[CH2:12][Br:21])=[O:5])[CH3:2]. (2) Given the reactants [CH3:1][O:2][C:3]([C:5]1([N:13]([OH:26])[C:14](=[O:25])[CH2:15][C:16]2[C:21]([CH3:22])=[CH:20][C:19]([CH3:23])=[CH:18][C:17]=2[CH3:24])[CH2:10][CH2:9][N:8]([O:11][CH3:12])[CH2:7][CH2:6]1)=[O:4].[O:27]1[CH:31]=[CH:30][CH2:29][CH2:28]1.O.C1(C)C=CC(S(O)(=O)=O)=CC=1, predict the reaction product. The product is: [CH3:1][O:2][C:3]([C:5]1([N:13]([O:26][CH:28]2[CH2:29][CH2:30][CH2:31][O:27]2)[C:14](=[O:25])[CH2:15][C:16]2[C:17]([CH3:24])=[CH:18][C:19]([CH3:23])=[CH:20][C:21]=2[CH3:22])[CH2:6][CH2:7][N:8]([O:11][CH3:12])[CH2:9][CH2:10]1)=[O:4]. (3) The product is: [Cl:33][C:34]1[CH:39]=[CH:38][C:37]([C:40]2[N:41]=[C:42]3[CH:47]=[CH:46][CH:45]=[CH:44][N:43]3[C:48]=2[CH2:49][C:50]2[N:51]=[C:52]([N:25]3[CH2:30][CH2:29][CH:28]([OH:31])[CH2:32]3)[CH:53]=[N:54][CH:55]=2)=[CH:36][CH:35]=1. Given the reactants ClC1C=CC2N(C(CNC3N=C([N:25]4[CH2:30][CH2:29][C:28]([CH3:32])([OH:31])CC4)C=CN=3)=C(C3C=CC=CC=3)N=2)C=1.[Cl:33][C:34]1[CH:39]=[CH:38][C:37]([C:40]2[N:41]=[C:42]3[CH:47]=[CH:46][CH:45]=[CH:44][N:43]3[C:48]=2[CH2:49][C:50]2[CH:55]=[N:54][CH:53]=[C:52](Cl)[N:51]=2)=[CH:36][CH:35]=1.N1CCC(O)C1, predict the reaction product. (4) Given the reactants [C:1]1([Si:7](C2C=CC=CC=2)([C:20]2[CH:25]=CC=CC=2)[CH2:8][Si:9](C2C=CC=CC=2)(C=C)C=C)C=CC=C[CH:2]=1.C1C=CC=CC=1.[Cl-:38].[Al+3].[Cl-:40].[Cl-:41].[ClH:42], predict the reaction product. The product is: [Cl:38][Si:9]([Cl:42])([Cl:41])[CH2:8][Si:7]([Cl:40])([CH:20]=[CH2:25])[CH:1]=[CH2:2]. (5) The product is: [Cl:26][C:2]1[C:11]2[C:6](=[CH:7][CH:8]=[C:9]([N:12]3[CH2:17][CH2:16][N:15]([CH3:18])[CH2:14][CH2:13]3)[CH:10]=2)[N:5]=[CH:4][C:3]=1[C:19]([O:21][CH2:22][CH3:23])=[O:20]. Given the reactants O[C:2]1[C:11]2[C:6](=[CH:7][CH:8]=[C:9]([N:12]3[CH2:17][CH2:16][N:15]([CH3:18])[CH2:14][CH2:13]3)[CH:10]=2)[N:5]=[CH:4][C:3]=1[C:19]([O:21][CH2:22][CH3:23])=[O:20].P(Cl)(Cl)([Cl:26])=O, predict the reaction product. (6) Given the reactants C[O:2][C:3]1[CH:4]=[C:5]2[C:10](=[CH:11][CH:12]=1)[CH:9]=[C:8]([C:13]1[N:14]([C:24]3[CH:29]=[CH:28][CH:27]=[CH:26][CH:25]=3)[C:15]([C:18]3[CH:23]=[CH:22][CH:21]=[CH:20][CH:19]=3)=[CH:16][CH:17]=1)[CH:7]=[CH:6]2.Cl.N1C=CC=CC=1, predict the reaction product. The product is: [C:24]1([N:14]2[C:15]([C:18]3[CH:19]=[CH:20][CH:21]=[CH:22][CH:23]=3)=[CH:16][CH:17]=[C:13]2[C:8]2[CH:9]=[C:10]3[C:5](=[CH:6][CH:7]=2)[CH:4]=[C:3]([OH:2])[CH:12]=[CH:11]3)[CH:25]=[CH:26][CH:27]=[CH:28][CH:29]=1. (7) Given the reactants [NH2:1][C:2]1[CH:3]=[C:4]([OH:12])[C:5](=[CH:10][CH:11]=1)[C:6]([O:8][CH3:9])=[O:7].[Cl:13][C:14]1[S:15][C:16]([Cl:23])=[CH:17][C:18]=1[S:19](Cl)(=[O:21])=[O:20], predict the reaction product. The product is: [Cl:13][C:14]1[S:15][C:16]([Cl:23])=[CH:17][C:18]=1[S:19]([NH:1][C:2]1[CH:11]=[CH:10][C:5]([C:6]([O:8][CH3:9])=[O:7])=[C:4]([OH:12])[CH:3]=1)(=[O:21])=[O:20].